From a dataset of Reaction yield outcomes from USPTO patents with 853,638 reactions. Predict the reaction yield, written as a fraction of the theoretical maximum amount of product (1.0 means a 100% yield; for example, 0.34 means a 34% yield). The reactants are [CH3:1][N:2]([S:30]([C:33]1[S:34][CH:35]=[CH:36][CH:37]=1)(=[O:32])=[O:31])[C:3]1[CH:4]=[CH:5][CH:6]=[C:7]2[C:11]=1[NH:10][C:9]([C:12]1[S:13][C:14]([CH2:17][N:18]3[CH2:23][CH2:22][N:21]([CH2:24][C:25]([O:27]CC)=[O:26])[CH2:20][CH2:19]3)=[CH:15][N:16]=1)=[CH:8]2.O1CCCC1.[OH-].[Na+].[Cl-].[NH4+]. The catalyst is CO. The product is [CH3:1][N:2]([S:30]([C:33]1[S:34][CH:35]=[CH:36][CH:37]=1)(=[O:32])=[O:31])[C:3]1[CH:4]=[CH:5][CH:6]=[C:7]2[C:11]=1[NH:10][C:9]([C:12]1[S:13][C:14]([CH2:17][N:18]3[CH2:19][CH2:20][N:21]([CH2:24][C:25]([OH:27])=[O:26])[CH2:22][CH2:23]3)=[CH:15][N:16]=1)=[CH:8]2. The yield is 0.570.